This data is from Full USPTO retrosynthesis dataset with 1.9M reactions from patents (1976-2016). The task is: Predict the reactants needed to synthesize the given product. Given the product [Br:6][C:7]1[CH:8]=[CH:9][C:10]([NH:13][S:14]([CH3:17])(=[O:16])=[O:15])=[C:11]([N+:1]([O-:4])=[O:2])[CH:12]=1, predict the reactants needed to synthesize it. The reactants are: [N+:1]([O-:4])([O-])=[O:2].[K+].[Br:6][C:7]1[CH:12]=[CH:11][C:10]([NH:13][S:14]([CH3:17])(=[O:16])=[O:15])=[CH:9][CH:8]=1.C([O-])(O)=O.[Na+].